This data is from Reaction yield outcomes from USPTO patents with 853,638 reactions. The task is: Predict the reaction yield, written as a fraction of the theoretical maximum amount of product (1.0 means a 100% yield; for example, 0.34 means a 34% yield). The reactants are [C:1]([C:4]1[CH:12]=[CH:11][C:7]([C:8](O)=[O:9])=[CH:6][CH:5]=1)(=[O:3])[CH3:2].O.[NH2:14][C:15]1[NH:19][N:18]=[N:17][N:16]=1.Cl.C(N=C=NCCCN(C)C)C. The catalyst is CN(C=O)C. The product is [C:1]([C:4]1[CH:12]=[CH:11][C:7]([C:8]([NH:14][C:15]2[N:16]=[N:17][NH:18][N:19]=2)=[O:9])=[CH:6][CH:5]=1)(=[O:3])[CH3:2]. The yield is 0.980.